Regression. Given a peptide amino acid sequence and an MHC pseudo amino acid sequence, predict their binding affinity value. This is MHC class II binding data. From a dataset of Peptide-MHC class II binding affinity with 134,281 pairs from IEDB. (1) The peptide sequence is ALSVLVGLTAATVAI. The MHC is HLA-DPA10103-DPB10301 with pseudo-sequence HLA-DPA10103-DPB10301. The binding affinity (normalized) is 0.554. (2) The MHC is DRB5_0101 with pseudo-sequence DRB5_0101. The binding affinity (normalized) is 0.782. The peptide sequence is VPILLNNPNLFWAVK. (3) The peptide sequence is TSALIWMASPPEVHS. The MHC is HLA-DPA10201-DPB10501 with pseudo-sequence HLA-DPA10201-DPB10501. The binding affinity (normalized) is 0. (4) The binding affinity (normalized) is 0.253. The MHC is HLA-DQA10102-DQB10602 with pseudo-sequence HLA-DQA10102-DQB10602. The peptide sequence is PIYIVTPTNASHIQS. (5) The peptide sequence is LVGPEDQGNPIVLHN. The MHC is DRB1_0101 with pseudo-sequence DRB1_0101. The binding affinity (normalized) is 0.226. (6) The peptide sequence is SIVYEAADAILHTPGCVPCV. The MHC is DRB5_0101 with pseudo-sequence DRB5_0101. The binding affinity (normalized) is 0.453.